Dataset: Catalyst prediction with 721,799 reactions and 888 catalyst types from USPTO. Task: Predict which catalyst facilitates the given reaction. (1) Reactant: C(OC(=O)[NH:7][CH2:8][C:9](=[O:47])[N:10]([CH2:29][CH2:30][CH2:31][CH2:32][CH2:33][CH2:34][CH2:35][CH2:36][CH2:37][CH2:38][CH2:39][CH2:40][CH2:41][CH2:42][CH2:43][CH2:44][CH2:45][CH3:46])[CH2:11][CH2:12][CH2:13][CH2:14][CH2:15][CH2:16][CH2:17][CH2:18][CH2:19][CH2:20][CH2:21][CH2:22][CH2:23][CH2:24][CH2:25][CH2:26][CH2:27][CH3:28])(C)(C)C.FC(F)(F)C(O)=O. The catalyst class is: 2. Product: [NH2:7][CH2:8][C:9]([N:10]([CH2:29][CH2:30][CH2:31][CH2:32][CH2:33][CH2:34][CH2:35][CH2:36][CH2:37][CH2:38][CH2:39][CH2:40][CH2:41][CH2:42][CH2:43][CH2:44][CH2:45][CH3:46])[CH2:11][CH2:12][CH2:13][CH2:14][CH2:15][CH2:16][CH2:17][CH2:18][CH2:19][CH2:20][CH2:21][CH2:22][CH2:23][CH2:24][CH2:25][CH2:26][CH2:27][CH3:28])=[O:47]. (2) Reactant: [CH3:1][O:2][C:3]1[CH:11]=[C:10]([C:12]([F:15])([F:14])[F:13])[CH:9]=[C:8]([O:16][CH3:17])[C:4]=1[C:5](O)=[O:6].S(Cl)([Cl:20])=O. Product: [CH3:1][O:2][C:3]1[CH:11]=[C:10]([C:12]([F:15])([F:14])[F:13])[CH:9]=[C:8]([O:16][CH3:17])[C:4]=1[C:5]([Cl:20])=[O:6]. The catalyst class is: 11. (3) Reactant: Cl.[N:2]1[CH:7]=[CH:6][C:5]([C:8]2[CH:16]=[CH:15][CH:14]=[CH:13][C:9]=2[C:10]([OH:12])=O)=[N:4][CH:3]=1.[CH2:17]([C:24]1([OH:30])[CH2:29][CH2:28][NH:27][CH2:26][CH2:25]1)[C:18]1[CH:23]=[CH:22][CH:21]=[CH:20][CH:19]=1.CN(C(ON1N=NC2C=CC=NC1=2)=[N+](C)C)C.F[P-](F)(F)(F)(F)F.C(N(CC)CC)C. Product: [CH2:17]([C:24]1([OH:30])[CH2:29][CH2:28][N:27]([C:10]([C:9]2[CH:13]=[CH:14][CH:15]=[CH:16][C:8]=2[C:5]2[CH:6]=[CH:7][N:2]=[CH:3][N:4]=2)=[O:12])[CH2:26][CH2:25]1)[C:18]1[CH:19]=[CH:20][CH:21]=[CH:22][CH:23]=1. The catalyst class is: 18. (4) Reactant: Cl[C:2]1[CH:10]=[CH:9][C:5]([C:6]([OH:8])=[O:7])=[CH:4][N:3]=1.[OH-].[K+].[CH:13]1([OH:19])[CH2:18][CH2:17][CH2:16][CH2:15][CH2:14]1.Cl. Product: [CH:13]1([O:19][C:2]2[N:3]=[CH:4][C:5]([C:6]([OH:8])=[O:7])=[CH:9][CH:10]=2)[CH2:18][CH2:17][CH2:16][CH2:15][CH2:14]1. The catalyst class is: 16. (5) Reactant: [F:1][C:2]1[CH:3]=[C:4]([CH2:18][NH2:19])[CH:5]=[C:6]([C:8]2[CH:13]=[CH:12][C:11]([C:14]([F:17])([F:16])[F:15])=[CH:10][CH:9]=2)[CH:7]=1.[F:20][C:21]1[CH:26]=[CH:25][C:24]([S:27]([N:30]([CH2:32][C:33](O)=[O:34])[CH3:31])(=[O:29])=[O:28])=[CH:23][CH:22]=1.CN(C(ON1N=NC2C=CC=NC1=2)=[N+](C)C)C.F[P-](F)(F)(F)(F)F.C(N(CC)C(C)C)(C)C.OS([O-])(=O)=O.[K+]. Product: [F:20][C:21]1[CH:22]=[CH:23][C:24]([S:27]([N:30]([CH3:31])[CH2:32][C:33]([NH:19][CH2:18][C:4]2[CH:5]=[C:6]([C:8]3[CH:9]=[CH:10][C:11]([C:14]([F:16])([F:17])[F:15])=[CH:12][CH:13]=3)[CH:7]=[C:2]([F:1])[CH:3]=2)=[O:34])(=[O:28])=[O:29])=[CH:25][CH:26]=1. The catalyst class is: 2.